Dataset: Catalyst prediction with 721,799 reactions and 888 catalyst types from USPTO. Task: Predict which catalyst facilitates the given reaction. (1) Reactant: [C:1]([O:5]C([N:8]1C[C@@H](C=O)[C@H](CN(C(=O)C2C=CC(C)=[C:23]([O:28][CH2:29][CH2:30]COC)[CH:22]=2)C(C)C)C1)=O)(C)(C)C.CN.C[OH:38].[BH4-].[Na+]. Product: [CH3:30][CH2:29][O:28][C:23]([CH3:22])=[O:38].[CH3:1][OH:5].[NH4+:8].[OH-:5]. The catalyst class is: 513. (2) Reactant: [Br:1][C:2]1[CH:3]=[C:4]([CH:8]2[CH2:13][CH2:12][N:11](C(OC(C)(C)C)=O)[CH2:10][CH:9]2[O:21][CH2:22][C:23]2[CH:32]=[CH:31][C:30]3[C:25](=[CH:26][CH:27]=[CH:28][CH:29]=3)[CH:24]=2)[CH:5]=[CH:6][CH:7]=1.Cl. Product: [Br:1][C:2]1[CH:3]=[C:4]([CH:8]2[CH2:13][CH2:12][NH:11][CH2:10][CH:9]2[O:21][CH2:22][C:23]2[CH:32]=[CH:31][C:30]3[C:25](=[CH:26][CH:27]=[CH:28][CH:29]=3)[CH:24]=2)[CH:5]=[CH:6][CH:7]=1. The catalyst class is: 5. (3) Reactant: [F:1][C:2]([F:33])([F:32])[C@H:3]1[CH2:8][CH2:7][C@H:6]([NH:9][C:10](=[O:31])[C:11]2[CH:16]=[C:15]([N+:17]([O-])=O)[C:14]([NH:20][CH3:21])=[CH:13][C:12]=2[N:22]2[CH2:26][CH2:25][CH:24]([C:27]([F:30])([F:29])[F:28])[CH2:23]2)[CH2:5][CH2:4]1.C1COCC1. Product: [F:32][C:2]([F:1])([F:33])[C@H:3]1[CH2:4][CH2:5][C@H:6]([NH:9][C:10](=[O:31])[C:11]2[CH:16]=[C:15]([NH2:17])[C:14]([NH:20][CH3:21])=[CH:13][C:12]=2[N:22]2[CH2:26][CH2:25][CH:24]([C:27]([F:30])([F:28])[F:29])[CH2:23]2)[CH2:7][CH2:8]1. The catalyst class is: 43.